This data is from Catalyst prediction with 721,799 reactions and 888 catalyst types from USPTO. The task is: Predict which catalyst facilitates the given reaction. The catalyst class is: 43. Product: [C:1]1([C:7]2([C:13]([O:15][C:16]3[CH:17]=[CH:18][C:19]([C:22]([NH:24][OH:25])=[O:23])=[CH:20][CH:21]=3)=[O:14])[CH2:12][CH2:11][CH2:10][CH2:9][CH2:8]2)[CH:6]=[CH:5][CH:4]=[CH:3][CH:2]=1. Reactant: [C:1]1([C:7]2([C:13]([O:15][C:16]3[CH:21]=[CH:20][C:19]([C:22]([NH:24][O:25]CC4C=CC=CC=4)=[O:23])=[CH:18][CH:17]=3)=[O:14])[CH2:12][CH2:11][CH2:10][CH2:9][CH2:8]2)[CH:6]=[CH:5][CH:4]=[CH:3][CH:2]=1.